This data is from Peptide-MHC class I binding affinity with 185,985 pairs from IEDB/IMGT. The task is: Regression. Given a peptide amino acid sequence and an MHC pseudo amino acid sequence, predict their binding affinity value. This is MHC class I binding data. (1) The peptide sequence is LFSKNILKY. The MHC is HLA-A33:01 with pseudo-sequence HLA-A33:01. The binding affinity (normalized) is 0.163. (2) The peptide sequence is VVIFFNTII. The MHC is HLA-A32:01 with pseudo-sequence HLA-A32:01. The binding affinity (normalized) is 0.748. (3) The peptide sequence is WQIEYIHFL. The MHC is Mamu-B1001 with pseudo-sequence Mamu-B1001. The binding affinity (normalized) is 0.968. (4) The peptide sequence is KIIAVFDSKL. The MHC is HLA-A02:06 with pseudo-sequence HLA-A02:06. The binding affinity (normalized) is 0.623. (5) The peptide sequence is TPVMSRFAA. The MHC is HLA-B46:01 with pseudo-sequence HLA-B46:01. The binding affinity (normalized) is 0.0847. (6) The peptide sequence is PEIWLQLNT. The MHC is HLA-B45:01 with pseudo-sequence HLA-B45:01. The binding affinity (normalized) is 0.0796. (7) The peptide sequence is NLPIYSEEI. The MHC is HLA-A02:03 with pseudo-sequence HLA-A02:03. The binding affinity (normalized) is 0.449. (8) The peptide sequence is EASTWLDIF. The MHC is HLA-A02:16 with pseudo-sequence HLA-A02:16. The binding affinity (normalized) is 0.0847. (9) The MHC is HLA-A80:01 with pseudo-sequence HLA-A80:01. The peptide sequence is HPKLRPILL. The binding affinity (normalized) is 0.0847.